From a dataset of Rat liver microsome stability data. Regression/Classification. Given a drug SMILES string, predict its absorption, distribution, metabolism, or excretion properties. Task type varies by dataset: regression for continuous measurements (e.g., permeability, clearance, half-life) or binary classification for categorical outcomes (e.g., BBB penetration, CYP inhibition). Dataset: rlm. (1) The molecule is O=S(=O)(Nc1cccc2ccccc12)c1ccc(NCc2ccc(Br)cc2O)cc1. The result is 1 (stable in rat liver microsomes). (2) The drug is CN(C)Cc1ccc(C(=O)Cn2ccc(OCc3ccc(Cl)cn3)cc2=O)cc1. The result is 0 (unstable in rat liver microsomes). (3) The drug is O=C(N[C@H](CO)c1ccccc1)c1nn(-c2c[n+]([O-])ccn2)c2c1C[C@@H]1C[C@H]21. The result is 0 (unstable in rat liver microsomes). (4) The molecule is O=C(Nc1ncc(-c2ccccc2)s1)c1ccc(-c2cccc([N+](=O)[O-])c2)o1. The result is 0 (unstable in rat liver microsomes). (5) The compound is O=C(O)C1(Sc2ccnc3ccc(C(F)(F)F)cc23)CCC1. The result is 0 (unstable in rat liver microsomes). (6) The molecule is Oc1ccc(CNc2cccc(F)c2)c2cccnc12. The result is 1 (stable in rat liver microsomes). (7) The drug is CNCCC(c1ccc2ccccc2c1)n1ncnn1. The result is 1 (stable in rat liver microsomes). (8) The drug is CCCCN1C(=O)C(CC2CCCC2)NC(=O)C12CCN(Cc1ccc(Oc3ccccc3)cc1)CC2. The result is 1 (stable in rat liver microsomes).